From a dataset of Full USPTO retrosynthesis dataset with 1.9M reactions from patents (1976-2016). Predict the reactants needed to synthesize the given product. (1) The reactants are: [F:1][C:2]1[CH:7]=[C:6]([CH2:8][C:9]2[C:10](=[O:28])[N:11]([C@H:21]3[CH2:26][CH2:25][C@H:24]([OH:27])[CH2:23][CH2:22]3)[C:12]3[N:13]([N:18]=[CH:19][CH:20]=3)[C:14]=2[CH2:15][CH2:16][CH3:17])[CH:5]=[CH:4][C:3]=1[C:29]1[C:30]([C:35]#[N:36])=[CH:31][CH:32]=[CH:33][CH:34]=1.[N+](=[CH:39][C:40]([O:42][CH2:43][CH3:44])=[O:41])=[N-].C(OCC)(=O)C.O. Given the product [CH2:43]([O:42][C:40](=[O:41])[CH2:39][O:27][C@H:24]1[CH2:25][CH2:26][C@H:21]([N:11]2[C:10](=[O:28])[C:9]([CH2:8][C:6]3[CH:5]=[CH:4][C:3]([C:29]4[CH:34]=[CH:33][CH:32]=[CH:31][C:30]=4[C:35]#[N:36])=[C:2]([F:1])[CH:7]=3)=[C:14]([CH2:15][CH2:16][CH3:17])[N:13]3[N:18]=[CH:19][CH:20]=[C:12]23)[CH2:22][CH2:23]1)[CH3:44], predict the reactants needed to synthesize it. (2) Given the product [CH2:13]([N:3]([CH2:1][CH3:2])[C:4]1[CH:11]=[CH:10][C:7]([CH:8]=[O:9])=[C:6]([O:12][CH2:27][C:26]2[CH:29]=[CH:30][C:23]([O:22][CH3:21])=[CH:24][CH:25]=2)[CH:5]=1)[CH3:14], predict the reactants needed to synthesize it. The reactants are: [CH2:1]([N:3]([CH2:13][CH3:14])[C:4]1[CH:11]=[CH:10][C:7]([CH:8]=[O:9])=[C:6]([OH:12])[CH:5]=1)[CH3:2].C(=O)([O-])[O-].[K+].[K+].[CH3:21][O:22][C:23]1[CH:30]=[CH:29][C:26]([CH2:27]Cl)=[CH:25][CH:24]=1. (3) Given the product [CH3:19][C:9]1[CH:8]=[C:7]([B:20]([OH:23])[OH:21])[CH:12]=[N:11][C:10]=1[N:13]1[CH2:18][CH2:17][O:16][CH2:15][CH2:14]1, predict the reactants needed to synthesize it. The reactants are: [Mg].BrCCBr.Br[C:7]1[CH:8]=[C:9]([CH3:19])[C:10]([N:13]2[CH2:18][CH2:17][O:16][CH2:15][CH2:14]2)=[N:11][CH:12]=1.[B:20](OC)([O:23]C)[O:21]C.Cl. (4) Given the product [Cl:17][C:18]1[CH:23]=[C:22]([C:2]2[C:14]([CH3:15])=[CH:13][C:5]([C:6]([NH:8][S:9]([CH3:12])(=[O:11])=[O:10])=[O:7])=[C:4]([F:16])[CH:3]=2)[CH:21]=[N:20][C:19]=1[F:33], predict the reactants needed to synthesize it. The reactants are: Br[C:2]1[C:14]([CH3:15])=[CH:13][C:5]([C:6]([NH:8][S:9]([CH3:12])(=[O:11])=[O:10])=[O:7])=[C:4]([F:16])[CH:3]=1.[Cl:17][C:18]1[C:19]([F:33])=[N:20][CH:21]=[C:22](B2OC(C)(C)C(C)(C)O2)[CH:23]=1.C([O-])([O-])=O.[Na+].[Na+].Cl. (5) The reactants are: [CH3:1][O:2][C:3]1[CH:4]=[C:5]([N:11]2[CH2:20][C:19]3[C:14](=[N:15][C:16](S(C)=O)=[N:17][CH:18]=3)[NH:13][C:12]2=[O:24])[CH:6]=[C:7]([O:9][CH3:10])[CH:8]=1.[CH3:25][N:26]1[CH2:31][CH2:30][N:29]([CH2:32][CH2:33][CH2:34][CH2:35][NH2:36])[CH2:28][CH2:27]1. Given the product [CH3:1][O:2][C:3]1[CH:4]=[C:5]([N:11]2[CH2:20][C:19]3[C:14](=[N:15][C:16]([NH:36][CH2:35][CH2:34][CH2:33][CH2:32][N:29]4[CH2:28][CH2:27][N:26]([CH3:25])[CH2:31][CH2:30]4)=[N:17][CH:18]=3)[NH:13][C:12]2=[O:24])[CH:6]=[C:7]([O:9][CH3:10])[CH:8]=1, predict the reactants needed to synthesize it. (6) Given the product [F:59][CH2:2][CH2:1][NH:3][C:4](=[O:36])[NH:5][C:6]1[CH:7]=[CH:8][C:9]([C:12]2[N:13]=[C:14]([N:29]3[CH2:34][CH2:33][O:32][CH2:31][C@@H:30]3[CH3:35])[C:15]3[CH2:20][N:19]([C:22]([O:24][CH2:25][CH3:26])=[O:23])[CH2:18][C:16]=3[N:17]=2)=[CH:10][CH:11]=1, predict the reactants needed to synthesize it. The reactants are: [CH2:1]([NH:3][C:4](=[O:36])[NH:5][C:6]1[CH:11]=[CH:10][C:9]([C:12]2[N:13]=[C:14]([N:29]3[CH2:34][CH2:33][O:32][CH2:31][C@@H:30]3[CH3:35])[C:15]3C[CH2:20][N:19]([C:22]([O:24][C:25](C)(C)[CH3:26])=[O:23])[CH2:18][C:16]=3[N:17]=2)=[CH:8][CH:7]=1)[CH3:2].ClC1N=C(N2CCOC[C@@H]2C)C2CN(C(OCC)=O)CC=2N=1.[F:59]CCNC(NC1C=CC(B2OC(C)(C)C(C)(C)O2)=CC=1)=O. (7) The reactants are: FC(F)(F)C(O)=O.C(OC([N:15]1[CH2:20][CH2:19][CH:18]([C:21]2([CH2:32][C:33]3[CH:38]=[CH:37][CH:36]=[C:35]([Cl:39])[CH:34]=3)[C:29]3[C:24](=[CH:25][C:26]([Cl:30])=[CH:27][CH:28]=3)[NH:23][C:22]2=[O:31])[CH2:17][CH2:16]1)=O)(C)(C)C. Given the product [Cl:30][C:26]1[CH:25]=[C:24]2[C:29]([C:21]([CH2:32][C:33]3[CH:38]=[CH:37][CH:36]=[C:35]([Cl:39])[CH:34]=3)([CH:18]3[CH2:19][CH2:20][NH:15][CH2:16][CH2:17]3)[C:22](=[O:31])[NH:23]2)=[CH:28][CH:27]=1, predict the reactants needed to synthesize it.